From a dataset of Forward reaction prediction with 1.9M reactions from USPTO patents (1976-2016). Predict the product of the given reaction. (1) The product is: [OH:1][C@H:2]([C@@H:24]([NH:32][C:33](=[O:43])[C@H:34]([CH:40]([CH3:42])[CH3:41])[NH:35][C:36]([O:38][CH3:39])=[O:37])[CH2:25][CH:26]1[CH2:31][CH2:30][CH2:29][CH2:28][CH2:27]1)[CH2:3][N:4]([CH2:17][CH:18]1[CH2:19][CH2:20][CH2:21][CH2:22][CH2:23]1)[NH:5][C:6](=[O:16])[C@H:7]([CH:13]([CH3:14])[CH3:15])[NH:8][C:9]([O:11][CH3:12])=[O:10]. Given the reactants [OH:1][C@H:2]([C@@H:24]([NH:32][C:33](=[O:43])[C@H:34]([CH:40]([CH3:42])[CH3:41])[NH:35][C:36]([O:38][CH3:39])=[O:37])[CH2:25][C:26]1[CH:31]=[CH:30][CH:29]=[CH:28][CH:27]=1)[CH2:3][N:4]([CH2:17][CH:18]1[CH2:23][CH2:22][CH2:21][CH2:20][CH2:19]1)[NH:5][C:6](=[O:16])[C@H:7]([CH:13]([CH3:15])[CH3:14])[NH:8][C:9]([O:11][CH3:12])=[O:10], predict the reaction product. (2) Given the reactants C1CCN(C(/N=N/C(N2CCCCC2)=O)=O)CC1.[CH:19]1([C:22]2[N:26]([CH3:27])[C:25]3[CH:28]=[C:29]([N:32]4[CH:37]=[CH:36][C:35]([OH:38])=[CH:34][C:33]4=[O:39])[CH:30]=[CH:31][C:24]=3[N:23]=2)[CH2:21][CH2:20]1.[Br:40][C:41]1[CH:42]=[C:43]([CH2:47]O)[S:44][C:45]=1[Cl:46].C(P(CCCC)CCCC)CCC, predict the reaction product. The product is: [Br:40][C:41]1[CH:42]=[C:43]([CH2:47][O:38][C:35]2[CH:36]=[CH:37][N:32]([C:29]3[CH:30]=[CH:31][C:24]4[N:23]=[C:22]([CH:19]5[CH2:20][CH2:21]5)[N:26]([CH3:27])[C:25]=4[CH:28]=3)[C:33](=[O:39])[CH:34]=2)[S:44][C:45]=1[Cl:46]. (3) Given the reactants [Cl:1][C:2]1[CH:7]=[C:6]([C:8]([C:10]([F:13])([F:12])[F:11])=[CH2:9])[CH:5]=[C:4]([Cl:14])[C:3]=1[Cl:15].[CH2:16]([N:23]([CH2:29]OC)[CH2:24][Si](C)(C)C)[C:17]1[CH:22]=[CH:21][CH:20]=[CH:19][CH:18]=1.C(O)(C(F)(F)F)=O, predict the reaction product. The product is: [CH2:16]([N:23]1[CH2:29][CH2:9][C:8]([C:6]2[CH:5]=[C:4]([Cl:14])[C:3]([Cl:15])=[C:2]([Cl:1])[CH:7]=2)([C:10]([F:13])([F:12])[F:11])[CH2:24]1)[C:17]1[CH:22]=[CH:21][CH:20]=[CH:19][CH:18]=1. (4) Given the reactants [NH2:1][C@H:2]([CH2:7][C:8]1[C:16]2[C:11](=[CH:12][CH:13]=[CH:14][CH:15]=2)[N:10]([CH2:17][CH3:18])[CH:9]=1)[C:3]([O:5][CH3:6])=[O:4].[CH:19]([O:22][C:23]1[CH:31]=[CH:30][C:29]([C:32]#[C:33][C:34]2[CH:39]=[CH:38][CH:37]=[CH:36][C:35]=2[O:40][CH3:41])=[CH:28][C:24]=1[C:25](O)=[O:26])([CH3:21])[CH3:20].CN(C(ON1N=NC2C=CC=NC1=2)=[N+](C)C)C.F[P-](F)(F)(F)(F)F.CCN(C(C)C)C(C)C, predict the reaction product. The product is: [CH3:6][O:5][C:3](=[O:4])[C@H:2]([NH:1][C:25](=[O:26])[C:24]1[CH:28]=[C:29]([C:32]#[C:33][C:34]2[CH:39]=[CH:38][CH:37]=[CH:36][C:35]=2[O:40][CH3:41])[CH:30]=[CH:31][C:23]=1[O:22][CH:19]([CH3:20])[CH3:21])[CH2:7][C:8]1[C:16]2[C:11](=[CH:12][CH:13]=[CH:14][CH:15]=2)[N:10]([CH2:17][CH3:18])[CH:9]=1. (5) Given the reactants CC1[N:3]([C:8]2[N:13]=[CH:12][C:11]([C:14]3[CH:19]=[CH:18][N:17]=[C:16]([C:20]4[CH:25]=[C:24]([C:26]5[CH:31]=[CH:30][C:29]([C:32]([F:35])([F:34])[F:33])=[CH:28][CH:27]=5)[CH:23]=[C:22]([CH3:36])[N:21]=4)[N:15]=3)=[CH:10][CH:9]=2)C(C)=CC=1.Cl.NO.[OH-].[Na+].O, predict the reaction product. The product is: [CH3:36][C:22]1[N:21]=[C:20]([C:16]2[N:15]=[C:14]([C:11]3[CH:10]=[CH:9][C:8]([NH2:3])=[N:13][CH:12]=3)[CH:19]=[CH:18][N:17]=2)[CH:25]=[C:24]([C:26]2[CH:31]=[CH:30][C:29]([C:32]([F:34])([F:33])[F:35])=[CH:28][CH:27]=2)[CH:23]=1.